This data is from Blood-brain barrier permeability regression values from the B3DB database. The task is: Regression/Classification. Given a drug SMILES string, predict its absorption, distribution, metabolism, or excretion properties. Task type varies by dataset: regression for continuous measurements (e.g., permeability, clearance, half-life) or binary classification for categorical outcomes (e.g., BBB penetration, CYP inhibition). For this dataset (b3db_regression), we predict Y. (1) The drug is CC(C)CN(C[C@H]([C@H](CC1=CC=CC=C1)NC(=O)O[C@H]2CCOC2)O)S(=O)(=O)C3=CC=C(C=C3)N. The Y is -0.560 log(BB ratio). (2) The molecule is COC1=CC2=C(C=CN=C2C=C1)C(C3CC4CCC3CC4C=C)O. The Y is 0.100 log(BB ratio). (3) The drug is CC1=CN(C(=O)NC1=O)C2CC(C(O2)CO)N=[N+]=N. The Y is -0.720 log(BB ratio). (4) The drug is CNC1CCC(C2=CC=CC=C12)C3=CC(=C(C=C3)Cl)Cl. The Y is 1.60 log(BB ratio). (5) The drug is CCC1(CC(=O)NC1=O)C. The Y is -0.300 log(BB ratio).